Task: Predict the reactants needed to synthesize the given product.. Dataset: Full USPTO retrosynthesis dataset with 1.9M reactions from patents (1976-2016) (1) Given the product [CH2:12]([C:8]1[CH:9]=[N:10][C:11]2[C:6]([CH:7]=1)=[C:5]1[CH:17]=[CH:18][C:19]([CH3:21])=[CH:20][C:4]1=[N:3][C:2]=2[NH2:1])[CH3:24], predict the reactants needed to synthesize it. The reactants are: [NH2:1][C:2]1[C:11]2[N:10]=[CH:9][C:8]([C:12](OCC)=O)=[CH:7][C:6]=2[C:5]2[CH:17]=[CH:18][C:19]([CH3:21])=[CH:20][C:4]=2[N:3]=1.[Li+].[B-](CC)(CC)[CH2:24]C. (2) Given the product [CH3:18][O:19][C:20]1[CH:25]=[CH:24][CH:23]=[CH:22][C:21]=1[O:1][C:2]1[CH:3]=[C:4]([CH:8]([CH3:11])[C:9]#[N:10])[CH:5]=[CH:6][CH:7]=1, predict the reactants needed to synthesize it. The reactants are: [OH:1][C:2]1[CH:3]=[C:4]([CH:8]([CH3:11])[C:9]#[N:10])[CH:5]=[CH:6][CH:7]=1.N1C=CC=CC=1.[CH3:18][O:19][C:20]1[CH:25]=[CH:24][CH:23]=[CH:22][C:21]=1B(O)O.Cl. (3) Given the product [C:15]([C:18]1[CH:23]=[CH:22][C:21]([C:9]2[C:10](=[O:14])[O:11][C:12]3[C:7]([CH:8]=2)=[CH:6][CH:5]=[C:4]([O:3][CH3:2])[CH:13]=3)=[CH:20][CH:19]=1)(=[O:17])[CH3:16], predict the reactants needed to synthesize it. The reactants are: [Br-].[CH3:2][O:3][C:4]1[CH:13]=[C:12]2[C:7]([CH:8]=[CH:9][C:10](=[O:14])[O:11]2)=[CH:6][CH:5]=1.[C:15]([C:18]1[CH:23]=[CH:22][C:21](B(O)O)=[CH:20][CH:19]=1)(=[O:17])[CH3:16].C([O-])([O-])=O.[Na+].[Na+]. (4) Given the product [CH3:23][O:22][C:19]1[CH:20]=[C:21]2[C:16](=[CH:17][CH:18]=1)[NH:15][C:14](=[O:24])[C@:13]12[CH2:12][C@H:11]1[C:7]1[CH:6]=[C:5]2[C:10]([C:2]([CH:33]=[CH:34][C:35]3[CH:36]=[CH:37][C:38]([CH2:39][CH2:40][N:41]4[CH2:46][CH2:45][O:44][CH2:43][CH2:42]4)=[CH:47][CH:48]=3)=[N:3][NH:4]2)=[CH:9][CH:8]=1, predict the reactants needed to synthesize it. The reactants are: I[C:2]1[C:10]2[C:5](=[CH:6][C:7]([C@H:11]3[C@@:13]4([C:21]5[C:16](=[CH:17][CH:18]=[C:19]([O:22][CH3:23])[CH:20]=5)[NH:15][C:14]4=[O:24])[CH2:12]3)=[CH:8][CH:9]=2)[NH:4][N:3]=1.CC1(C)C(C)(C)OB(/[CH:33]=[CH:34]/[C:35]2[CH:48]=[CH:47][C:38]([CH2:39][CH2:40][N:41]3[CH2:46][CH2:45][O:44][CH2:43][CH2:42]3)=[CH:37][CH:36]=2)O1.C([O-])([O-])=O.[Na+].[Na+]. (5) Given the product [F:12][C:8]1[CH:7]=[C:4]([CH2:5][OH:6])[CH:3]=[C:2]([F:1])[C:9]=1[S:10][CH3:11], predict the reactants needed to synthesize it. The reactants are: [F:1][C:2]1[CH:3]=[C:4]([CH:7]=[C:8]([F:12])[C:9]=1[S:10][CH3:11])[CH:5]=[O:6].[BH4-].[Na+].Cl.O. (6) Given the product [CH2:11]([O:8][CH2:7][CH:2]1[CH2:3][CH2:4][CH:5]=[CH:6][O:1]1)[C:12]1[CH:17]=[CH:16][CH:15]=[CH:14][CH:13]=1, predict the reactants needed to synthesize it. The reactants are: [O:1]1[CH:6]=[CH:5][CH2:4][CH2:3][CH:2]1[CH2:7][OH:8].[H-].[Na+].[CH2:11](Br)[C:12]1[CH:17]=[CH:16][CH:15]=[CH:14][CH:13]=1.[Cl-].[NH4+].